Dataset: NCI-60 drug combinations with 297,098 pairs across 59 cell lines. Task: Regression. Given two drug SMILES strings and cell line genomic features, predict the synergy score measuring deviation from expected non-interaction effect. Drug 2: CNC(=O)C1=NC=CC(=C1)OC2=CC=C(C=C2)NC(=O)NC3=CC(=C(C=C3)Cl)C(F)(F)F. Drug 1: CCC1=C2CN3C(=CC4=C(C3=O)COC(=O)C4(CC)O)C2=NC5=C1C=C(C=C5)O. Synergy scores: CSS=28.4, Synergy_ZIP=-1.80, Synergy_Bliss=6.69, Synergy_Loewe=-22.1, Synergy_HSA=4.72. Cell line: COLO 205.